From a dataset of Forward reaction prediction with 1.9M reactions from USPTO patents (1976-2016). Predict the product of the given reaction. Given the reactants C[Si]([N-][Si](C)(C)C)(C)C.[Li+].[F:11][C:12]1[C:17]([F:18])=[CH:16][CH:15]=[CH:14][C:13]=1[CH:19]1[CH2:24][N:23]([CH2:25][C:26]([F:29])([F:28])[F:27])[C:22](=[O:30])[CH2:21][CH2:20]1.C(C1C=C(C(C)C)C=C(C(C)C)C=1S([N:49]=[N+:50]=[N-:51])(=O)=O)(C)C.CC(O)=O, predict the reaction product. The product is: [N:49]([CH:21]1[CH2:20][CH:19]([C:13]2[CH:14]=[CH:15][CH:16]=[C:17]([F:18])[C:12]=2[F:11])[CH2:24][N:23]([CH2:25][C:26]([F:29])([F:27])[F:28])[C:22]1=[O:30])=[N+:50]=[N-:51].